This data is from Catalyst prediction with 721,799 reactions and 888 catalyst types from USPTO. The task is: Predict which catalyst facilitates the given reaction. The catalyst class is: 1. Reactant: [N:1]1([C:6]2[CH:13]=[CH:12][C:9]([C:10]#[N:11])=[CH:8][CH:7]=2)[CH:5]=[CH:4][N:3]=[N:2]1.[Li]C(C)(C)C.[Sn:19](Cl)([CH2:28][CH2:29][CH2:30][CH3:31])([CH2:24][CH2:25][CH2:26][CH3:27])[CH2:20][CH2:21][CH2:22][CH3:23]. Product: [CH2:28]([Sn:19]([CH2:20][CH2:21][CH2:22][CH3:23])([CH2:24][CH2:25][CH2:26][CH3:27])[C:5]1[N:1]([C:6]2[CH:7]=[CH:8][C:9]([C:10]#[N:11])=[CH:12][CH:13]=2)[N:2]=[N:3][CH:4]=1)[CH2:29][CH2:30][CH3:31].